From a dataset of Peptide-MHC class I binding affinity with 185,985 pairs from IEDB/IMGT. Regression. Given a peptide amino acid sequence and an MHC pseudo amino acid sequence, predict their binding affinity value. This is MHC class I binding data. (1) The peptide sequence is TISGNIYSA. The MHC is HLA-A02:06 with pseudo-sequence HLA-A02:06. The binding affinity (normalized) is 0.520. (2) The binding affinity (normalized) is 0.0847. The MHC is HLA-A68:02 with pseudo-sequence HLA-A68:02. The peptide sequence is FMSRKLHRY. (3) The binding affinity (normalized) is 0.417. The MHC is HLA-A68:02 with pseudo-sequence HLA-A68:02. The peptide sequence is NVSRVVECLT.